Dataset: Forward reaction prediction with 1.9M reactions from USPTO patents (1976-2016). Task: Predict the product of the given reaction. (1) Given the reactants C(N(CC)C(C)C)(C)C.Cl[C:11]([O:13][CH2:14][Cl:15])=[O:12].[CH2:16]([NH:20][CH:21]([CH3:23])[CH3:22])[CH:17]([CH3:19])[CH3:18].Cl, predict the reaction product. The product is: [CH2:16]([N:20]([CH:21]([CH3:23])[CH3:22])[C:11](=[O:12])[O:13][CH2:14][Cl:15])[CH:17]([CH3:19])[CH3:18]. (2) Given the reactants [CH3:1][O:2][C:3]1[CH:24]=[CH:23][C:6]([CH2:7][N:8]2[C:12]3=[N:13][C:14]([O:17][CH2:18][CH2:19][CH2:20][CH2:21][OH:22])=[CH:15][CH:16]=[C:11]3[CH:10]=[N:9]2)=[CH:5][CH:4]=1.[OH-].[K+].[S:27](Cl)([C:30]1[CH:36]=[CH:35][C:33]([CH3:34])=[CH:32][CH:31]=1)(=[O:29])=[O:28], predict the reaction product. The product is: [CH3:34][C:33]1[CH:35]=[CH:36][C:30]([S:27]([O:22][CH2:21][CH2:20][CH2:19][CH2:18][O:17][C:14]2[N:13]=[C:12]3[N:8]([CH2:7][C:6]4[CH:23]=[CH:24][C:3]([O:2][CH3:1])=[CH:4][CH:5]=4)[N:9]=[CH:10][C:11]3=[CH:16][CH:15]=2)(=[O:29])=[O:28])=[CH:31][CH:32]=1. (3) Given the reactants [N:1]1[CH:6]=[CH:5][C:4]([CH2:7][N:8]2[CH2:13][CH2:12][NH:11][CH2:10][CH2:9]2)=[CH:3][CH:2]=1.[C:14]([O:18][C:19](=[O:27])[C:20]1[CH:25]=[CH:24][C:23](F)=[CH:22][CH:21]=1)([CH3:17])([CH3:16])[CH3:15].C(=O)([O-])[O-].[K+].[K+], predict the reaction product. The product is: [N:1]1[CH:6]=[CH:5][C:4]([CH2:7][N:8]2[CH2:13][CH2:12][N:11]([C:23]3[CH:24]=[CH:25][C:20]([C:19]([O:18][C:14]([CH3:15])([CH3:16])[CH3:17])=[O:27])=[CH:21][CH:22]=3)[CH2:10][CH2:9]2)=[CH:3][CH:2]=1. (4) Given the reactants C(Cl)CCl.Cl.N[C:7](=[CH:11][C:12]1[CH:17]=[CH:16][CH:15]=[CH:14][CH:13]=1)[C:8]([OH:10])=O.[CH3:18][N:19]1[C:27]2[C:22](=[CH:23][CH:24]=[CH:25][CH:26]=2)[CH:21]=[C:20]1[CH2:28][NH:29][CH3:30].C1C=CC2N(O)N=[N:37]C=2C=1.O.C(N(CC)CC)C, predict the reaction product. The product is: [NH2:37][C:15]1[CH:16]=[CH:17][C:12](/[CH:11]=[CH:7]/[C:8]([N:29]([CH3:30])[CH2:28][C:20]2[N:19]([CH3:18])[C:27]3[C:22]([CH:21]=2)=[CH:23][CH:24]=[CH:25][CH:26]=3)=[O:10])=[CH:13][CH:14]=1. (5) The product is: [N+:11]([C:10]1[CH:9]=[CH:8][C:4]([C:5]2[O:7][N:23]=[C:16]([C:17]3[CH:18]=[N:19][CH:20]=[CH:21][CH:22]=3)[N:15]=2)=[CH:3][C:2]=1[OH:1])([O-:13])=[O:12]. Given the reactants [OH:1][C:2]1[CH:3]=[C:4]([CH:8]=[CH:9][C:10]=1[N+:11]([O-:13])=[O:12])[C:5]([OH:7])=O.O[N:15]=[C:16]([NH2:23])[C:17]1[CH:22]=[CH:21][CH:20]=[N:19][CH:18]=1.N, predict the reaction product. (6) Given the reactants [NH2:1][C:2]1([C:11]([OH:13])=[O:12])[CH2:10][C:9]2[C:4](=[CH:5][CH:6]=[CH:7][CH:8]=2)[CH2:3]1.[OH:14][C:15]1[CH:16]=[C:17]([CH:21]=[CH:22][C:23]=1[CH3:24])[C:18]([OH:20])=O.C1(P(C2C=CC=CC=2)C2C=CC=CC=2)C=CC=CC=1.[Cl:44][C:45]1[CH:46]=[C:47]([CH2:51][CH2:52]O)[CH:48]=[CH:49][CH:50]=1.CC(OC(/N=N/C(OC(C)C)=O)=O)C, predict the reaction product. The product is: [Cl:44][C:45]1[CH:46]=[C:47]([CH2:51][CH2:52][O:14][C:15]2[CH:16]=[C:17]([CH:21]=[CH:22][C:23]=2[CH3:24])[C:18]([NH:1][C:2]2([C:11]([OH:13])=[O:12])[CH2:3][C:4]3[C:9](=[CH:8][CH:7]=[CH:6][CH:5]=3)[CH2:10]2)=[O:20])[CH:48]=[CH:49][CH:50]=1.